Dataset: Forward reaction prediction with 1.9M reactions from USPTO patents (1976-2016). Task: Predict the product of the given reaction. Given the reactants Cl.[F:2][C:3]1[CH:16]=[CH:15][C:6]([C:7]([CH:9]2[CH2:14][CH2:13][NH:12][CH2:11][CH2:10]2)=[O:8])=[CH:5][CH:4]=1.C(N(CC)CC)C.[CH2:24](Br)[C:25]1[CH:30]=[CH:29][CH:28]=[CH:27][CH:26]=1.[I-].[Na+], predict the reaction product. The product is: [CH2:24]([N:12]1[CH2:13][CH2:14][CH:9]([C:7]([C:6]2[CH:5]=[CH:4][C:3]([F:2])=[CH:16][CH:15]=2)=[O:8])[CH2:10][CH2:11]1)[C:25]1[CH:30]=[CH:29][CH:28]=[CH:27][CH:26]=1.